From a dataset of Reaction yield outcomes from USPTO patents with 853,638 reactions. Predict the reaction yield, written as a fraction of the theoretical maximum amount of product (1.0 means a 100% yield; for example, 0.34 means a 34% yield). (1) The yield is 0.960. The product is [OH:10][CH2:9][C@H:5]([CH2:6][CH:7]=[CH2:8])[CH2:4][C@H:3]1[CH2:2][O:1][C:20]([CH3:25])([CH3:19])[N:11]1[C:12]([O:13][C:14]([CH3:17])([CH3:16])[CH3:15])=[O:18]. The reactants are [OH:1][CH2:2][C@@H:3]([NH:11][C:12](=[O:18])[O:13][C:14]([CH3:17])([CH3:16])[CH3:15])[CH2:4][C@H:5]([CH2:9][OH:10])[CH2:6][CH:7]=[CH2:8].[CH3:19][C:20]1C=CC(S(O)(=O)=O)=C[CH:25]=1.COC(OC)(C)C. The catalyst is CC(C)=O. (2) The reactants are N1C=CC=CC=1.[Br:7][C:8]1[CH:13]=[CH:12][N:11]=[C:10]([NH2:14])[CH:9]=1.[CH:15]1([C:18](Cl)=[O:19])[CH2:17][CH2:16]1.O. The catalyst is C(Cl)Cl. The product is [Br:7][C:8]1[CH:13]=[CH:12][N:11]=[C:10]([NH:14][C:18]([CH:15]2[CH2:17][CH2:16]2)=[O:19])[CH:9]=1. The yield is 0.880. (3) The reactants are Br[C:2]1[N:3]([CH3:24])[C:4]([C:13]2[S:14][C:15]3[N:16]=[CH:17][N:18]=[C:19]([S:22][CH3:23])[C:20]=3[N:21]=2)=[C:5]([C:7]2[CH:12]=[CH:11][CH:10]=[CH:9][CH:8]=2)[N:6]=1.C(=O)([O-])[O-].[Na+].[Na+].[C:31]1(B(O)O)[CH:36]=[CH:35][CH:34]=[CH:33][CH:32]=1. The catalyst is COCCOC.O.C1(P([Pd-4](P(C2C=CC=CC=2)(C2C=CC=CC=2)C2C=CC=CC=2)(P(C2C=CC=CC=2)(C2C=CC=CC=2)C2C=CC=CC=2)P(C2C=CC=CC=2)(C2C=CC=CC=2)C2C=CC=CC=2)(C2C=CC=CC=2)C2C=CC=CC=2)C=CC=CC=1. The product is [CH3:24][N:3]1[C:4]([C:13]2[S:14][C:15]3[N:16]=[CH:17][N:18]=[C:19]([S:22][CH3:23])[C:20]=3[N:21]=2)=[C:5]([C:7]2[CH:12]=[CH:11][CH:10]=[CH:9][CH:8]=2)[N:6]=[C:2]1[C:31]1[CH:36]=[CH:35][CH:34]=[CH:33][CH:32]=1. The yield is 0.500. (4) The reactants are C([O:8][C:9]1[CH:18]=[C:17]2[C:12]([C:13]([O:19][C:20]3[CH:25]=[CH:24][C:23]([NH:26][C:27]([NH:29][C:30]4[CH:35]=[CH:34][C:33]([F:36])=[CH:32][CH:31]=4)=[O:28])=[CH:22][CH:21]=3)=[CH:14][CH:15]=[N:16]2)=[CH:11][C:10]=1[C:37]#[N:38])C1C=CC=CC=1.C1(SC)C=CC=CC=1. The catalyst is FC(F)(F)C(O)=O. The product is [C:37]([C:10]1[CH:11]=[C:12]2[C:17](=[CH:18][C:9]=1[OH:8])[N:16]=[CH:15][CH:14]=[C:13]2[O:19][C:20]1[CH:21]=[CH:22][C:23]([NH:26][C:27]([NH:29][C:30]2[CH:31]=[CH:32][C:33]([F:36])=[CH:34][CH:35]=2)=[O:28])=[CH:24][CH:25]=1)#[N:38]. The yield is 0.948. (5) The reactants are [S:1](Cl)(Cl)(=[O:3])=[O:2].[C:6]1([C:12]2[N:13]=[CH:14][S:15][C:16]=2[N:17]2C(=O)C3=CC=CC=C3C2=O)[CH:11]=[CH:10][CH:9]=[CH:8][CH:7]=1.[NH3:28].NN. The catalyst is ClCCl.CO. The product is [NH2:17][C:16]1[S:15][C:14]([S:1]([NH2:28])(=[O:3])=[O:2])=[N:13][C:12]=1[C:6]1[CH:11]=[CH:10][CH:9]=[CH:8][CH:7]=1.[NH2:17][C:16]1[S:15][CH:14]=[N:13][C:12]=1[C:6]1[CH:11]=[CH:10][CH:9]=[CH:8][CH:7]=1. The yield is 0.360.